From a dataset of Catalyst prediction with 721,799 reactions and 888 catalyst types from USPTO. Predict which catalyst facilitates the given reaction. (1) Reactant: CN(C=O)C.[CH2:6]([O:13][C:14]1[C:22]([O:23][CH3:24])=[CH:21][C:17]([C:18]([OH:20])=O)=[C:16]([N+:25]([O-:27])=[O:26])[CH:15]=1)[C:7]1[CH:12]=[CH:11][CH:10]=[CH:9][CH:8]=1.C(Cl)(=O)C(Cl)=O.Cl.[CH3:35][O:36][C:37](=[O:44])[C@@H:38]1[CH2:42][C:41](=[CH2:43])[CH2:40][NH:39]1. Product: [CH2:6]([O:13][C:14]1[C:22]([O:23][CH3:24])=[CH:21][C:17]([C:18]([N:39]2[CH2:40][C:41](=[CH2:43])[CH2:42][C@H:38]2[C:37]([O:36][CH3:35])=[O:44])=[O:20])=[C:16]([N+:25]([O-:27])=[O:26])[CH:15]=1)[C:7]1[CH:8]=[CH:9][CH:10]=[CH:11][CH:12]=1. The catalyst class is: 624. (2) Reactant: [CH:1](=[C:8]1/[C:9](=[O:17])[NH:10][C:11]2[C:16]/1=[CH:15][CH:14]=[CH:13][CH:12]=2)\[C:2]1[CH:7]=[CH:6][CH:5]=[CH:4][CH:3]=1.[CH3:18][NH:19][CH2:20]C(O)=O.[CH3:24][C:25]([CH3:29])=[CH:26][CH:27]=O. Product: [CH3:18][N:19]1[CH2:20][CH:1]([C:2]2[CH:3]=[CH:4][CH:5]=[CH:6][CH:7]=2)[C:8]2([C:16]3[C:11](=[CH:12][CH:13]=[CH:14][CH:15]=3)[NH:10][C:9]2=[O:17])[CH:27]1[CH:26]=[C:25]([CH3:29])[CH3:24]. The catalyst class is: 11. (3) Reactant: [CH:1]([N:4]1[CH2:9][CH2:8][CH:7]([C:10]([O:12]CC)=[O:11])[CH2:6][CH2:5]1)([CH3:3])[CH3:2].O.[OH-].[Li+:17]. Product: [CH:1]([N:4]1[CH2:5][CH2:6][CH:7]([C:10]([O-:12])=[O:11])[CH2:8][CH2:9]1)([CH3:3])[CH3:2].[Li+:17]. The catalyst class is: 7. (4) Reactant: [OH:1][C:2]1[CH:3]=[C:4]2[C:9](=[CH:10][CH:11]=1)[C:8](=[O:12])[CH2:7][CH2:6][CH2:5]2.[CH3:13][N:14]([CH3:18])[CH2:15][CH2:16]O.C1C=CC(P(C2C=CC=CC=2)C2C=CC=CC=2)=CC=1.CCOC(/N=N/C(OCC)=O)=O. Product: [CH3:13][N:14]([CH3:18])[CH2:15][CH2:16][O:1][C:2]1[CH:3]=[C:4]2[C:9](=[CH:10][CH:11]=1)[C:8](=[O:12])[CH2:7][CH2:6][CH2:5]2. The catalyst class is: 28. (5) Reactant: [NH2:1][C:2]([C:4]1[CH:5]=[N:6][C:7]2[C:12]([C:13]=1[NH:14][C:15]1[CH:16]=[C:17]([C:21]([O:23]C)=[O:22])[CH:18]=[N:19][CH:20]=1)=[CH:11][CH:10]=[C:9]([C:25]1[C:26]([CH3:31])=[N:27][O:28][C:29]=1[CH3:30])[CH:8]=2)=[O:3].[OH-].[Na+]. Product: [NH2:1][C:2]([C:4]1[CH:5]=[N:6][C:7]2[C:12]([C:13]=1[NH:14][C:15]1[CH:16]=[C:17]([C:21]([OH:23])=[O:22])[CH:18]=[N:19][CH:20]=1)=[CH:11][CH:10]=[C:9]([C:25]1[C:26]([CH3:31])=[N:27][O:28][C:29]=1[CH3:30])[CH:8]=2)=[O:3]. The catalyst class is: 5.